This data is from Forward reaction prediction with 1.9M reactions from USPTO patents (1976-2016). The task is: Predict the product of the given reaction. (1) Given the reactants [NH2:1][C:2]1[CH:7]=[CH:6][C:5]([S:8]([NH2:11])(=[O:10])=[O:9])=[CH:4][C:3]=1[Cl:12].C(=O)([O-])[O-].[K+].[K+].[Cl:19][CH2:20][C:21](Cl)=[O:22].CCCCC.C(OCC)(=O)C, predict the reaction product. The product is: [NH2:11][S:8]([C:5]1[CH:6]=[CH:7][C:2]([NH:1][C:21](=[O:22])[CH2:20][Cl:19])=[C:3]([Cl:12])[CH:4]=1)(=[O:9])=[O:10]. (2) Given the reactants B(Br)(Br)Br.[Cl:5][C:6]1[CH:22]=[CH:21][C:9]2[CH2:10][CH2:11][N:12]([C:15](=[O:20])[C:16]([F:19])([F:18])[F:17])[CH2:13][CH2:14][C:8]=2[C:7]=1[C:23]1[CH:28]=[CH:27][CH:26]=[CH:25][C:24]=1[O:29]C, predict the reaction product. The product is: [Cl:5][C:6]1[CH:22]=[CH:21][C:9]2[CH2:10][CH2:11][N:12]([C:15](=[O:20])[C:16]([F:19])([F:18])[F:17])[CH2:13][CH2:14][C:8]=2[C:7]=1[C:23]1[CH:28]=[CH:27][CH:26]=[CH:25][C:24]=1[OH:29]. (3) Given the reactants Cl.[CH2:2]1[CH2:6][O:5][C:4]2[CH:7]=[CH:8][C:9]3[CH2:10][CH2:11][C@@H:12]([CH2:14][CH2:15][NH2:16])[C:13]=3[C:3]1=2.C(=O)([O-])[O-].[Na+].[Na+].[C:23](Cl)(=[O:26])[CH2:24][CH3:25], predict the reaction product. The product is: [CH3:25][CH2:24][C:23]([NH:16][CH2:15][CH2:14][C@H:12]1[C:13]2[C:3]3[CH2:2][CH2:6][O:5][C:4]=3[CH:7]=[CH:8][C:9]=2[CH2:10][CH2:11]1)=[O:26]. (4) Given the reactants CC1(C)C(C)(C)OB([C:9]2[CH:18]=[CH:17][C:16]3[CH2:15][CH2:14][CH2:13][CH2:12][C:11]=3[CH:10]=2)O1.[Cl:20][C:21]1[CH:22]=[C:23]([CH2:27][N:28]2[CH:32]=[CH:31][N:30]=[C:29]2[CH3:33])[N:24]=[N:25][CH:26]=1, predict the reaction product. The product is: [ClH:20].[CH3:33][C:29]1[N:28]([CH2:27][C:23]2[N:24]=[N:25][CH:26]=[C:21]([C:9]3[CH:18]=[CH:17][C:16]4[CH2:15][CH2:14][CH2:13][CH2:12][C:11]=4[CH:10]=3)[CH:22]=2)[CH:32]=[CH:31][N:30]=1.